From a dataset of Forward reaction prediction with 1.9M reactions from USPTO patents (1976-2016). Predict the product of the given reaction. (1) Given the reactants NC1C=CC2NC(=O)CCC(C)(C)C=2C=1.[CH3:16][C:17]1([CH3:32])[CH2:23][CH2:22][C:21](=[O:24])[NH:20][C:19]2[CH:25]=[C:26]([N+:29]([O-])=O)[CH:27]=[CH:28][C:18]1=2, predict the reaction product. The product is: [NH2:29][C:26]1[CH:27]=[CH:28][C:18]2[C:17]([CH3:16])([CH3:32])[CH2:23][CH2:22][C:21](=[O:24])[NH:20][C:19]=2[CH:25]=1. (2) The product is: [NH2:26][CH2:25][C:10]1[CH:11]=[C:12]([C:15]2[CH:20]=[CH:19][C:18]([C:21]([F:22])([F:23])[F:24])=[CH:17][CH:16]=2)[CH:13]=[CH:14][C:9]=1[NH:8][CH2:7][C:1]1[CH:2]=[CH:3][CH:4]=[CH:5][CH:6]=1. Given the reactants [C:1]1([CH2:7][NH:8][C:9]2[CH:14]=[CH:13][C:12]([C:15]3[CH:20]=[CH:19][C:18]([C:21]([F:24])([F:23])[F:22])=[CH:17][CH:16]=3)=[CH:11][C:10]=2[C:25]#[N:26])[CH:6]=[CH:5][CH:4]=[CH:3][CH:2]=1.[H-].[Al+3].[Li+].[H-].[H-].[H-], predict the reaction product. (3) Given the reactants OC(C(F)(F)F)=O.[N:8]1([CH2:14][C:15]2[N:16]=[N:17][C:18]3[C:19](=[C:21]([NH2:26])[N:22]=[C:23]([NH2:25])[N:24]=3)[N:20]=2)[CH2:13][CH2:12][NH:11][CH2:10][CH2:9]1.[CH3:27][C:28]1[CH:35]=[C:34]([CH3:36])[CH:33]=[CH:32][C:29]=1[CH2:30]Cl.C(=O)([O-])[O-].[K+].[K+].CC#N.O, predict the reaction product. The product is: [CH3:27][C:28]1[CH:35]=[C:34]([CH3:36])[CH:33]=[CH:32][C:29]=1[CH2:30][N:11]1[CH2:12][CH2:13][N:8]([CH2:14][C:15]2[N:16]=[N:17][C:18]3[C:19](=[C:21]([NH2:26])[N:22]=[C:23]([NH2:25])[N:24]=3)[N:20]=2)[CH2:9][CH2:10]1. (4) Given the reactants Br[C:2]1[CH:3]=[C:4]2[N:20]([CH3:21])[CH:19]=[CH:18][C:5]2=[N:6][C:7]=1[C@@H:8]([NH:10][C:11](=[O:17])[O:12][C:13]([CH3:16])([CH3:15])[CH3:14])[CH3:9].[CH3:22][C:23]1[C:27](B2OC(C)(C)C(C)(C)O2)=[C:26]([CH3:37])[NH:25][N:24]=1.C(=O)([O-])[O-].[K+].[K+], predict the reaction product. The product is: [CH3:22][C:23]1[C:27]([C:2]2[CH:3]=[C:4]3[N:20]([CH3:21])[CH:19]=[CH:18][C:5]3=[N:6][C:7]=2[C@@H:8]([NH:10][C:11](=[O:17])[O:12][C:13]([CH3:16])([CH3:15])[CH3:14])[CH3:9])=[C:26]([CH3:37])[NH:25][N:24]=1. (5) The product is: [CH3:1][O:2][C:3]1[CH:22]=[CH:21][C:6]([CH2:7][N:8]2[CH:16]=[C:15]3[C:10]([CH:11]([CH2:18][CH2:19][CH3:20])[CH2:12][C:13]4[S:54][C:53]([NH:52][C:48]5[N:47]=[C:46]([CH3:45])[CH:51]=[CH:50][N:49]=5)=[N:55][C:14]=43)=[N:9]2)=[CH:5][CH:4]=1. Given the reactants [CH3:1][O:2][C:3]1[CH:22]=[CH:21][C:6]([CH2:7][N:8]2[CH:16]=[C:15]3[C:10]([CH:11]([CH2:18][CH2:19][CH3:20])[CH2:12][CH2:13][C:14]3=O)=[N:9]2)=[CH:5][CH:4]=1.COC1C=CC(CN2C=C3C(CCC(CCC)C3=O)=N2)=CC=1.[CH3:45][C:46]1[CH:51]=[CH:50][N:49]=[C:48]([NH:52][C:53]([NH2:55])=[S:54])[N:47]=1.CCO, predict the reaction product. (6) Given the reactants [Br:1][C:2]1[C:10]2[C:9]([NH:11][C:12]3[CH:13]=[C:14]4[C:18](=[CH:19][C:20]=3[O:21][CH3:22])[NH:17][N:16]=[CH:15]4)=[N:8][CH:7]=[N:6][C:5]=2[NH:4][C:3]=1[C:23]([OH:25])=O.[C@H:26]12[CH2:32][C@H:29]([NH:30][CH2:31]1)[CH2:28][O:27]2, predict the reaction product. The product is: [Br:1][C:2]1[C:10]2[C:9]([NH:11][C:12]3[CH:13]=[C:14]4[C:18](=[CH:19][C:20]=3[O:21][CH3:22])[NH:17][N:16]=[CH:15]4)=[N:8][CH:7]=[N:6][C:5]=2[NH:4][C:3]=1[C:23]([N:30]1[CH2:31][C@@H:26]2[CH2:32][C@H:29]1[CH2:28][O:27]2)=[O:25]. (7) Given the reactants Cl[C:2]1[N:7]=[C:6]([NH:8][C:9]2[CH:14]=[CH:13][C:12]([O:15][C:16]([F:19])([F:18])[F:17])=[CH:11][CH:10]=2)[CH:5]=[C:4]([Cl:20])[N:3]=1.[NH:21]1[CH2:26][CH2:25][O:24][CH2:23][CH2:22]1.C(N(CC)CC)C, predict the reaction product. The product is: [Cl:20][C:4]1[N:3]=[C:2]([N:21]2[CH2:26][CH2:25][O:24][CH2:23][CH2:22]2)[N:7]=[C:6]([NH:8][C:9]2[CH:14]=[CH:13][C:12]([O:15][C:16]([F:19])([F:18])[F:17])=[CH:11][CH:10]=2)[CH:5]=1. (8) Given the reactants C([O:5][C:6](=[O:35])[CH2:7][C@@H:8]([N:10]([C:20]1[CH:24]=[C:23]([C:25]#[C:26][C:27]([CH3:30])([CH3:29])[CH3:28])[S:22][C:21]=1[C:31]([O:33][CH3:34])=[O:32])[C:11]([C@H:13]1[CH2:18][CH2:17][C@H:16]([CH3:19])[CH2:15][CH2:14]1)=[O:12])[CH3:9])(C)(C)C.C(O)(C(F)(F)F)=O, predict the reaction product. The product is: [CH3:29][C:27]([CH3:28])([CH3:30])[C:26]#[C:25][C:23]1[S:22][C:21]([C:31]([O:33][CH3:34])=[O:32])=[C:20]([N:10]([C@@H:8]([CH3:9])[CH2:7][C:6]([OH:35])=[O:5])[C:11]([C@H:13]2[CH2:18][CH2:17][C@H:16]([CH3:19])[CH2:15][CH2:14]2)=[O:12])[CH:24]=1.